From a dataset of NCI-60 drug combinations with 297,098 pairs across 59 cell lines. Regression. Given two drug SMILES strings and cell line genomic features, predict the synergy score measuring deviation from expected non-interaction effect. Drug 1: CC12CCC3C(C1CCC2=O)CC(=C)C4=CC(=O)C=CC34C. Drug 2: CNC(=O)C1=NC=CC(=C1)OC2=CC=C(C=C2)NC(=O)NC3=CC(=C(C=C3)Cl)C(F)(F)F. Cell line: MOLT-4. Synergy scores: CSS=93.0, Synergy_ZIP=5.22, Synergy_Bliss=5.84, Synergy_Loewe=-9.46, Synergy_HSA=5.52.